Dataset: TCR-epitope binding with 47,182 pairs between 192 epitopes and 23,139 TCRs. Task: Binary Classification. Given a T-cell receptor sequence (or CDR3 region) and an epitope sequence, predict whether binding occurs between them. (1) The epitope is FTYASALWEI. The TCR CDR3 sequence is CASSPQWNPNEQFF. Result: 0 (the TCR does not bind to the epitope). (2) The epitope is LEPLVDLPI. The TCR CDR3 sequence is CSVTSEIPGSRYF. Result: 1 (the TCR binds to the epitope). (3) The epitope is ARMILMTHF. The TCR CDR3 sequence is CASSWSGRAYEQYF. Result: 0 (the TCR does not bind to the epitope).